From a dataset of Full USPTO retrosynthesis dataset with 1.9M reactions from patents (1976-2016). Predict the reactants needed to synthesize the given product. (1) Given the product [O:26]1[CH2:27][CH2:28][N:23]([CH:2]([C:8]2[CH:13]=[CH:12][CH:11]=[CH:10][CH:9]=2)[C:3]([O:5][CH2:6][CH3:7])=[O:4])[CH2:24][CH2:25]1, predict the reactants needed to synthesize it. The reactants are: Br[CH:2]([C:8]1[CH:13]=[CH:12][CH:11]=[CH:10][CH:9]=1)[C:3]([O:5][CH2:6][CH3:7])=[O:4].CCN(C(C)C)C(C)C.[NH:23]1[CH2:28][CH2:27][O:26][CH2:25][CH2:24]1. (2) Given the product [CH2:28]([N:22]1[CH2:21][C@@H:20]([CH3:25])[N:16]2[C:17]3[CH:18]=[CH:19][C:11]([O:10][CH:7]4[CH2:8][CH2:9][N:4]([CH:1]([CH3:3])[CH3:2])[CH2:5][CH2:6]4)=[CH:12][C:13]=3[CH:14]=[C:15]2[C:23]1=[O:24])[C:29]1[CH:34]=[CH:33][CH:32]=[CH:31][CH:30]=1, predict the reactants needed to synthesize it. The reactants are: [CH:1]([N:4]1[CH2:9][CH2:8][CH:7]([O:10][C:11]2[CH:19]=[CH:18][C:17]3[N:16]4[C@H:20]([CH3:25])[CH2:21][NH:22][C:23](=[O:24])[C:15]4=[CH:14][C:13]=3[CH:12]=2)[CH2:6][CH2:5]1)([CH3:3])[CH3:2].[H-].[Na+].[CH2:28](Br)[C:29]1[CH:34]=[CH:33][CH:32]=[CH:31][CH:30]=1. (3) Given the product [ClH:1].[NH2:35][CH2:34][C:29]1[CH:28]=[C:27]([C:23]2[CH:24]=[CH:25][CH:26]=[C:21]([CH2:20][N:13]3[C:12](=[O:43])[C:11]4[C:15](=[CH:16][CH:17]=[CH:18][C:10]=4[NH:9][C:7]([C:5]4[S:6][C:2]([Cl:1])=[CH:3][CH:4]=4)=[O:8])[C:14]3=[O:19])[CH:22]=2)[CH:32]=[CH:31][C:30]=1[F:33], predict the reactants needed to synthesize it. The reactants are: [Cl:1][C:2]1[S:6][C:5]([C:7]([NH:9][C:10]2[CH:18]=[CH:17][CH:16]=[C:15]3[C:11]=2[C:12](=[O:43])[N:13]([CH2:20][C:21]2[CH:22]=[C:23]([C:27]4[CH:32]=[CH:31][C:30]([F:33])=[C:29]([CH2:34][NH:35]C(=O)OC(C)(C)C)[CH:28]=4)[CH:24]=[CH:25][CH:26]=2)[C:14]3=[O:19])=[O:8])=[CH:4][CH:3]=1.Cl. (4) Given the product [Cl:21][C:2]1[C:7]([C:8]#[N:9])=[C:6]([C:10]2[CH:15]=[CH:14][CH:13]=[C:12]([N+:16]([O-:18])=[O:17])[CH:11]=2)[N:5]=[CH:4][N:3]=1, predict the reactants needed to synthesize it. The reactants are: O[C:2]1[C:7]([C:8]#[N:9])=[C:6]([C:10]2[CH:15]=[CH:14][CH:13]=[C:12]([N+:16]([O-:18])=[O:17])[CH:11]=2)[N:5]=[CH:4][N:3]=1.O=P(Cl)(Cl)[Cl:21]. (5) Given the product [N+:8]([C:11]1[CH:12]=[C:13]([CH:14]=[CH:15][CH:16]=1)[O:17][C:19]1[CH:20]=[CH:21][N:22]2[C:27]([CH:28]=1)=[CH:26][CH:25]=[C:24]([C:29]([O:31][CH2:32][CH3:33])=[O:30])[C:23]2=[O:34])([O-:10])=[O:9], predict the reactants needed to synthesize it. The reactants are: [H-].[Na+].CN(C=O)C.[N+:8]([C:11]1[CH:12]=[C:13]([OH:17])[CH:14]=[CH:15][CH:16]=1)([O-:10])=[O:9].Cl[C:19]1[CH:20]=[CH:21][N:22]2[C:27]([CH:28]=1)=[CH:26][CH:25]=[C:24]([C:29]([O:31][CH2:32][CH3:33])=[O:30])[C:23]2=[O:34].